From a dataset of Peptide-MHC class II binding affinity with 134,281 pairs from IEDB. Regression. Given a peptide amino acid sequence and an MHC pseudo amino acid sequence, predict their binding affinity value. This is MHC class II binding data. (1) The binding affinity (normalized) is 0.357. The MHC is HLA-DQA10501-DQB10201 with pseudo-sequence HLA-DQA10501-DQB10201. The peptide sequence is NVTENFNMWKNNMVEQMH. (2) The peptide sequence is IRALVGDEVELPCRI. The MHC is HLA-DQA10401-DQB10402 with pseudo-sequence HLA-DQA10401-DQB10402. The binding affinity (normalized) is 0.565. (3) The peptide sequence is TVLAFPAGVCPTIGV. The MHC is HLA-DQA10104-DQB10503 with pseudo-sequence HLA-DQA10104-DQB10503. The binding affinity (normalized) is 0.330. (4) The peptide sequence is AGAGLAFSLMKSLGG. The MHC is DRB1_0401 with pseudo-sequence DRB1_0401. The binding affinity (normalized) is 0.828. (5) The peptide sequence is TPRYIPSTSISSSNI. The MHC is H-2-IAb with pseudo-sequence H-2-IAb. The binding affinity (normalized) is 0.458. (6) The peptide sequence is ALQSHDDVALVSVMW. The MHC is DRB1_0101 with pseudo-sequence DRB1_0101. The binding affinity (normalized) is 0.355. (7) The peptide sequence is AEVELRQHGSEEWEP. The binding affinity (normalized) is 0. The MHC is DRB3_0202 with pseudo-sequence DRB3_0202. (8) The peptide sequence is GELQIVDKIDFAFKI. The MHC is DRB3_0101 with pseudo-sequence DRB3_0101. The binding affinity (normalized) is 0.779. (9) The MHC is DRB1_0901 with pseudo-sequence DRB1_0901. The binding affinity (normalized) is 0.267. The peptide sequence is VLAKSPDTTCSEIEE. (10) The peptide sequence is IIAGTPEVHAVKPGA. The MHC is HLA-DQA10201-DQB10202 with pseudo-sequence HLA-DQA10201-DQB10202. The binding affinity (normalized) is 0.0808.